This data is from Forward reaction prediction with 1.9M reactions from USPTO patents (1976-2016). The task is: Predict the product of the given reaction. (1) Given the reactants C([O:8][C:9]1[CH:10]=[C:11]2[C:16](=[CH:17][C:18]=1[O:19][CH3:20])[N:15]=[CH:14][N:13]=[C:12]2[O:21][C:22]1[CH:23]=[C:24]([CH:26]=[CH:27][CH:28]=1)[NH2:25])C1C=CC=CC=1, predict the reaction product. The product is: [NH2:25][C:24]1[CH:23]=[C:22]([CH:28]=[CH:27][CH:26]=1)[O:21][C:12]1[C:11]2[C:16](=[CH:17][C:18]([O:19][CH3:20])=[C:9]([OH:8])[CH:10]=2)[N:15]=[CH:14][N:13]=1. (2) Given the reactants CS(O[CH2:6][C:7]1[CH:12]=[C:11]([F:13])[C:10]([C:14]#[N:15])=[CH:9][C:8]=1[F:16])(=O)=O.[N-:17]=[N+:18]=[N-:19].[Na+], predict the reaction product. The product is: [N:17]([CH2:6][C:7]1[C:8]([F:16])=[CH:9][C:10]([C:14]#[N:15])=[C:11]([F:13])[CH:12]=1)=[N+:18]=[N-:19].